Task: Predict which catalyst facilitates the given reaction.. Dataset: Catalyst prediction with 721,799 reactions and 888 catalyst types from USPTO (1) Reactant: FC(F)(F)C([N:5]1[CH2:11][CH:10]([CH3:12])[C:9]2[CH:13]=[C:14]([Br:21])[C:15]([O:17][CH:18]([CH3:20])[CH3:19])=[CH:16][C:8]=2[CH2:7][CH2:6]1)=O.[OH-].[Na+]. Product: [Br:21][C:14]1[C:15]([O:17][CH:18]([CH3:20])[CH3:19])=[CH:16][C:8]2[CH2:7][CH2:6][NH:5][CH2:11][CH:10]([CH3:12])[C:9]=2[CH:13]=1. The catalyst class is: 24. (2) Reactant: [OH:1][CH:2]1[CH2:7][CH2:6][CH2:5][CH:4]([C:8]([O:10][CH3:11])=[O:9])[CH2:3]1.C(OC=C)(=O)C. Product: [OH:1][C@@H:2]1[CH2:7][CH2:6][CH2:5][C@H:4]([C:8]([O:10][CH3:11])=[O:9])[CH2:3]1. The catalyst class is: 2. (3) Reactant: [C:1]([C:3]1[CH:8]=[CH:7][C:6]([CH:9]2[CH2:14][CH2:13][N:12]([C:15]([C:17]3[C:18]([CH3:40])=[CH:19][C:20]([CH3:39])=[C:21]([C:23]4[NH:38][C:26]5[CH2:27][N:28](C(OC(C)(C)C)=O)[CH2:29][CH2:30][C:25]=5[N:24]=4)[CH:22]=3)=[O:16])[CH2:11][CH2:10]2)=[CH:5][CH:4]=1)#[N:2].FC(F)(F)C(O)=O. Product: [CH3:40][C:18]1[CH:19]=[C:20]([CH3:39])[C:21]([C:23]2[NH:38][C:26]3[CH2:27][NH:28][CH2:29][CH2:30][C:25]=3[N:24]=2)=[CH:22][C:17]=1[C:15]([N:12]1[CH2:11][CH2:10][CH:9]([C:6]2[CH:5]=[CH:4][C:3]([C:1]#[N:2])=[CH:8][CH:7]=2)[CH2:14][CH2:13]1)=[O:16]. The catalyst class is: 4. (4) The catalyst class is: 94. Product: [CH2:1]([C:8]1[CH:14]=[CH:13][C:11]([OH:12])=[CH:10][C:9]=1[OH:15])[CH2:2][CH2:3][CH2:4][CH2:5][CH3:6]. Reactant: [C:1]([C:8]1[CH:14]=[CH:13][C:11]([OH:12])=[CH:10][C:9]=1[OH:15])(=O)[CH2:2][CH2:3][CH2:4][CH2:5][CH3:6]. (5) Reactant: [CH2:1]([N:3]1[C:7]2=[N:8][C:9]([CH2:60][CH3:61])=[C:10]([CH2:19][NH:20][C:21]([C:23]3[CH:24]=[C:25]([CH2:29][N:30]([CH2:32][C:33]4[CH:34]=[CH:35][C:36]([F:59])=[C:37]([C:39]5[CH:44]=[CH:43][CH:42]=[C:41]([CH2:45][N:46]6[CH2:51][CH2:50][N:49](C(OC(C)(C)C)=O)[CH2:48][CH2:47]6)[CH:40]=5)[CH:38]=4)[CH3:31])[CH:26]=[CH:27][CH:28]=3)=[O:22])[C:11]([NH:12][CH:13]3[CH2:18][CH2:17][O:16][CH2:15][CH2:14]3)=[C:6]2[CH:5]=[N:4]1)[CH3:2].C(O)(C(F)(F)F)=O. Product: [CH2:1]([N:3]1[C:7]2=[N:8][C:9]([CH2:60][CH3:61])=[C:10]([CH2:19][NH:20][C:21](=[O:22])[C:23]3[CH:28]=[CH:27][CH:26]=[C:25]([CH2:29][N:30]([CH2:32][C:33]4[CH:38]=[C:37]([C:39]5[CH:44]=[CH:43][CH:42]=[C:41]([CH2:45][N:46]6[CH2:51][CH2:50][NH:49][CH2:48][CH2:47]6)[CH:40]=5)[C:36]([F:59])=[CH:35][CH:34]=4)[CH3:31])[CH:24]=3)[C:11]([NH:12][CH:13]3[CH2:18][CH2:17][O:16][CH2:15][CH2:14]3)=[C:6]2[CH:5]=[N:4]1)[CH3:2]. The catalyst class is: 2. (6) Reactant: [CH3:1][O:2][CH2:3][N:4]1[C:9]2[CH:10]=[C:11]([CH2:14][N:15]3C(=O)C4=CC=CC=C4C3=O)[CH:12]=[CH:13][C:8]=2[S:7][C:6]2[N:26]=[CH:27][CH:28]=[N:29][C:5]1=2.O.NN. Product: [NH2:15][CH2:14][C:11]1[CH:12]=[CH:13][C:8]2[S:7][C:6]3[N:26]=[CH:27][CH:28]=[N:29][C:5]=3[N:4]([CH2:3][O:2][CH3:1])[C:9]=2[CH:10]=1. The catalyst class is: 8.